Dataset: Reaction yield outcomes from USPTO patents with 853,638 reactions. Task: Predict the reaction yield, written as a fraction of the theoretical maximum amount of product (1.0 means a 100% yield; for example, 0.34 means a 34% yield). The reactants are C(OC(=O)[NH:7][CH2:8][C:9]1[CH:14]=[CH:13][C:12]([C:15]([F:18])([F:17])[F:16])=[C:11]([NH2:19])[CH:10]=1)(C)(C)C.Cl. The catalyst is C1COCC1. The product is [NH2:19][C:11]1[CH:10]=[C:9]([CH:14]=[CH:13][C:12]=1[C:15]([F:16])([F:17])[F:18])[CH2:8][NH2:7]. The yield is 0.990.